Dataset: Full USPTO retrosynthesis dataset with 1.9M reactions from patents (1976-2016). Task: Predict the reactants needed to synthesize the given product. (1) The reactants are: [S:1]1[CH:5]=[C:4]([C:6]([OH:8])=O)[N:3]=[CH:2]1.CN(C(ON1N=NC2C=CC=NC1=2)=[N+](C)C)C.F[P-](F)(F)(F)(F)F.CCN(C(C)C)C(C)C.[Br:42][C:43]1[CH:49]=[CH:48][C:46]([NH2:47])=[C:45]([C:50]([F:53])([F:52])[F:51])[CH:44]=1. Given the product [Br:42][C:43]1[CH:49]=[CH:48][C:46]([NH:47][C:6]([C:4]2[N:3]=[CH:2][S:1][CH:5]=2)=[O:8])=[C:45]([C:50]([F:51])([F:52])[F:53])[CH:44]=1, predict the reactants needed to synthesize it. (2) Given the product [C:1]([C:4]1[CH:9]=[CH:8][C:7]([NH:10][C:11]([C:13]2[NH:14][CH:15]=[C:16]([C:18]#[N:19])[N:17]=2)=[O:12])=[C:6]([C:28]2[CH2:33][CH2:32][C:31]([CH3:35])([CH3:34])[CH2:30][CH:29]=2)[CH:5]=1)(=[O:3])[CH3:2], predict the reactants needed to synthesize it. The reactants are: [C:1]([C:4]1[CH:9]=[CH:8][C:7]([NH:10][C:11]([C:13]2[N:14](COCC[Si](C)(C)C)[CH:15]=[C:16]([C:18]#[N:19])[N:17]=2)=[O:12])=[C:6]([C:28]2[CH2:33][CH2:32][C:31]([CH3:35])([CH3:34])[CH2:30][CH:29]=2)[CH:5]=1)(=[O:3])[CH3:2].CCO.C(O)(C(F)(F)F)=O. (3) The reactants are: [N:1]1[C:8]([Cl:9])=[N:7][C:5](Cl)=[N:4][C:2]=1[Cl:3].[F:10][C:11]1[CH:16]=[CH:15][C:14]([O:17][NH2:18])=[CH:13][CH:12]=1.O. Given the product [Cl:9][C:8]1[N:1]=[C:2]([Cl:3])[N:4]=[C:5]([NH:18][O:17][C:14]2[CH:15]=[CH:16][C:11]([F:10])=[CH:12][CH:13]=2)[N:7]=1, predict the reactants needed to synthesize it. (4) Given the product [NH2:1][C:2]1[N:7]=[C:6]([C:8]2[O:9][CH:10]=[CH:11][CH:12]=2)[C:5]([C:13]#[N:14])=[C:4]([NH:29][CH2:28][CH2:27][C:24]2[CH:25]=[CH:26][C:21]([O:20][CH3:19])=[CH:22][CH:23]=2)[N:3]=1, predict the reactants needed to synthesize it. The reactants are: [NH2:1][C:2]1[N:7]=[C:6]([C:8]2[O:9][CH:10]=[CH:11][CH:12]=2)[C:5]([C:13]#[N:14])=[C:4](S(C)(=O)=O)[N:3]=1.[CH3:19][O:20][C:21]1[CH:26]=[CH:25][C:24]([CH2:27][CH2:28][NH2:29])=[CH:23][CH:22]=1. (5) Given the product [C:11]1([CH:7]([C:1]2[CH:2]=[CH:3][CH:4]=[CH:5][CH:6]=2)[CH2:8][CH2:9][NH:10][CH2:17][CH2:18][CH3:19])[CH:12]=[CH:13][CH:14]=[CH:15][CH:16]=1, predict the reactants needed to synthesize it. The reactants are: [C:1]1([CH:7]([C:11]2[CH:16]=[CH:15][CH:14]=[CH:13][CH:12]=2)[CH2:8][CH2:9][NH2:10])[CH:6]=[CH:5][CH:4]=[CH:3][CH:2]=1.[CH:17](=O)[CH2:18][CH3:19].[BH4-].[Na+]. (6) Given the product [Cl:1][C:2]1[CH:3]=[C:4]([CH:25]=[CH:26][C:27]=1[Cl:28])[O:5][C:6]1[CH:11]=[CH:10][CH:9]=[CH:8][C:7]=1[NH:12][S:13]([C:16]1[CH:24]=[CH:23][C:19]([C:20]([N:36]2[CH2:37][CH2:38][N:33]([CH2:32][CH2:31][N:30]([CH3:39])[CH3:29])[CH2:34][CH2:35]2)=[O:21])=[CH:18][CH:17]=1)(=[O:14])=[O:15], predict the reactants needed to synthesize it. The reactants are: [Cl:1][C:2]1[CH:3]=[C:4]([CH:25]=[CH:26][C:27]=1[Cl:28])[O:5][C:6]1[CH:11]=[CH:10][CH:9]=[CH:8][C:7]=1[NH:12][S:13]([C:16]1[CH:24]=[CH:23][C:19]([C:20](O)=[O:21])=[CH:18][CH:17]=1)(=[O:15])=[O:14].[CH3:29][N:30]([CH3:39])[CH2:31][CH2:32][N:33]1[CH2:38][CH2:37][NH:36][CH2:35][CH2:34]1. (7) Given the product [NH2:1][C:4]1[CH:12]=[CH:11][CH:10]=[C:9]2[C:5]=1[CH:6]=[C:7]([C:13]([O:15][CH2:16][CH3:17])=[O:14])[NH:8]2, predict the reactants needed to synthesize it. The reactants are: [N+:1]([C:4]1[CH:12]=[CH:11][CH:10]=[C:9]2[C:5]=1[CH:6]=[C:7]([C:13]([O:15][CH2:16][CH3:17])=[O:14])[NH:8]2)([O-])=O.